From a dataset of Catalyst prediction with 721,799 reactions and 888 catalyst types from USPTO. Predict which catalyst facilitates the given reaction. (1) Reactant: C1C=C[NH+]=CC=1.[O-][Cr](Cl)(=O)=O.C([O-])(=O)C.[Na+].[C:17]([O:21][C:22](=[O:33])[NH:23][CH2:24][C:25]1[CH:30]=[CH:29][CH:28]=[C:27]([CH2:31][OH:32])[CH:26]=1)([CH3:20])([CH3:19])[CH3:18]. Product: [C:17]([O:21][C:22](=[O:33])[NH:23][CH2:24][C:25]1[CH:30]=[CH:29][CH:28]=[C:27]([CH:31]=[O:32])[CH:26]=1)([CH3:20])([CH3:18])[CH3:19]. The catalyst class is: 96. (2) Reactant: [CH3:1][C:2]1[C:11]2[C:6](=[CH:7][CH:8]=[CH:9][CH:10]=2)[C:5]([C:12]([NH:14][C:15]2[C:16]([C:21]([O:23][CH3:24])=[O:22])=[N:17][CH:18]=[CH:19][N:20]=2)=[O:13])=[CH:4][CH:3]=1.C1C(=O)N(Br)C(=O)C1.C1(C#N)CCCCC1.[NH:41]1[CH:45]=[CH:44][N:43]=[N:42]1. Product: [N:41]1([CH2:1][C:2]2[C:11]3[C:6](=[CH:7][CH:8]=[CH:9][CH:10]=3)[C:5]([C:12]([NH:14][C:15]3[C:16]([C:21]([O:23][CH3:24])=[O:22])=[N:17][CH:18]=[CH:19][N:20]=3)=[O:13])=[CH:4][CH:3]=2)[CH:45]=[CH:44][N:43]=[N:42]1. The catalyst class is: 344. (3) Reactant: C(O[C:6](=[N:11][CH:12]([CH3:14])[CH3:13])[NH:7][CH:8]([CH3:10])[CH3:9])(C)(C)C. Product: [CH:8]([N:7]=[C:6]=[N:11][CH:12]([CH3:14])[CH3:13])([CH3:10])[CH3:9]. The catalyst class is: 107.